This data is from Full USPTO retrosynthesis dataset with 1.9M reactions from patents (1976-2016). The task is: Predict the reactants needed to synthesize the given product. (1) Given the product [NH2:6][C@@H:7]([C:20]1[CH:21]=[CH:22][CH:23]=[CH:24][CH:25]=1)[C:8]1[CH:9]=[C:10]([P:14]([CH3:19])(=[O:18])[O:15][CH2:16][CH3:17])[CH:11]=[CH:12][CH:13]=1, predict the reactants needed to synthesize it. The reactants are: CC(C)([S@@]([NH:6][C@@H:7]([C:20]1[CH:25]=[CH:24][CH:23]=[CH:22][CH:21]=1)[C:8]1[CH:9]=[C:10]([P:14]([CH3:19])(=[O:18])[O:15][CH2:16][CH3:17])[CH:11]=[CH:12][CH:13]=1)=O)C. (2) Given the product [Br:14][C:3]1[C:4]2[C:9](=[CH:8][CH:7]=[C:6]([S:10]([NH2:13])(=[O:11])=[O:12])[CH:5]=2)[NH:1][CH:2]=1, predict the reactants needed to synthesize it. The reactants are: [NH:1]1[C:9]2[C:4](=[CH:5][C:6]([S:10]([NH2:13])(=[O:12])=[O:11])=[CH:7][CH:8]=2)[CH:3]=[CH:2]1.[Br:14]N1C(=O)CCC1=O. (3) Given the product [CH2:34]([N:31]1[C:26]2=[N:27][C:28]([CH2:29][CH3:30])=[C:23]([CH2:22][NH:21][C:19]([C:14]3[CH:15]=[C:16]([CH3:18])[CH:17]=[C:12]([C:10]([NH:9][CH2:8][C:4]4[CH:3]=[C:2]([C:49]5[CH:48]=[CH:47][CH:46]=[C:45]([CH:43]=[O:44])[CH:50]=5)[CH:7]=[CH:6][CH:5]=4)=[O:11])[CH:13]=3)=[O:20])[C:24]([NH:36][CH:37]3[CH2:42][CH2:41][O:40][CH2:39][CH2:38]3)=[C:25]2[CH:33]=[N:32]1)[CH3:35], predict the reactants needed to synthesize it. The reactants are: Br[C:2]1[CH:3]=[C:4]([CH2:8][NH:9][C:10]([C:12]2[CH:17]=[C:16]([CH3:18])[CH:15]=[C:14]([C:19]([NH:21][CH2:22][C:23]3[C:24]([NH:36][CH:37]4[CH2:42][CH2:41][O:40][CH2:39][CH2:38]4)=[C:25]4[CH:33]=[N:32][N:31]([CH2:34][CH3:35])[C:26]4=[N:27][C:28]=3[CH2:29][CH3:30])=[O:20])[CH:13]=2)=[O:11])[CH:5]=[CH:6][CH:7]=1.[CH:43]([C:45]1[CH:46]=[C:47](B(O)O)[CH:48]=[CH:49][CH:50]=1)=[O:44].C(=O)([O-])[O-].[K+].[K+]. (4) Given the product [CH3:27][O:28][C:21](=[O:25])[C:22]([C:17]1[C:16]2[C:20](=[C:12]([CH2:11][N:4]([C:1](=[O:3])[CH3:2])[CH2:5][CH2:6][OH:7])[CH:13]=[CH:14][CH:15]=2)[NH:19][CH:18]=1)=[O:23].[CH3:27][O:28][C:21](=[O:25])[C:22]([C:17]1[C:16]2[C:20](=[C:12]([CH2:11][N:4]([CH2:5][CH2:6][O:7][C:8](=[O:10])[CH3:9])[C:1](=[O:3])[CH3:2])[CH:13]=[CH:14][CH:15]=2)[NH:19][CH:18]=1)=[O:23], predict the reactants needed to synthesize it. The reactants are: [C:1]([N:4]([CH2:11][C:12]1[CH:13]=[CH:14][CH:15]=[C:16]2[C:20]=1[NH:19][CH:18]=[CH:17]2)[CH2:5][CH2:6][O:7][C:8](=[O:10])[CH3:9])(=[O:3])[CH3:2].[C:21](Cl)(=[O:25])[C:22](Cl)=[O:23].[CH3:27][O-:28].[Na+]. (5) Given the product [C:21]12([NH:31][CH2:12][C:11]3[CH:14]=[CH:15][C:8]([O:7][CH2:6][C:5]4[CH:16]=[CH:17][CH:18]=[C:3]([C:2]([F:20])([F:19])[F:1])[CH:4]=4)=[CH:9][CH:10]=3)[CH2:28][CH:27]3[CH2:26][CH:25]([CH2:24][CH:23]([CH2:29]3)[CH2:22]1)[CH2:30]2, predict the reactants needed to synthesize it. The reactants are: [F:1][C:2]([F:20])([F:19])[C:3]1[CH:4]=[C:5]([CH:16]=[CH:17][CH:18]=1)[CH2:6][O:7][C:8]1[CH:15]=[CH:14][C:11]([CH:12]=O)=[CH:10][CH:9]=1.[C:21]12([NH2:31])[CH2:30][CH:25]3[CH2:26][CH:27]([CH2:29][CH:23]([CH2:24]3)[CH2:22]1)[CH2:28]2. (6) Given the product [CH:22]([NH:25][C:26](=[O:27])[C:28]1[CH:29]=[CH:30][CH:31]=[C:32]([C:2]2[N:7]=[C:6]([NH:8][C:9]3[CH:13]=[C:12]([CH3:14])[NH:11][N:10]=3)[N:5]3[CH:15]=[C:16]([C:18]([F:21])([F:20])[F:19])[N:17]=[C:4]3[CH:3]=2)[CH:33]=1)([CH3:24])[CH3:23], predict the reactants needed to synthesize it. The reactants are: Cl[C:2]1[N:7]=[C:6]([NH:8][C:9]2[CH:13]=[C:12]([CH3:14])[NH:11][N:10]=2)[N:5]2[CH:15]=[C:16]([C:18]([F:21])([F:20])[F:19])[N:17]=[C:4]2[CH:3]=1.[CH:22]([NH:25][C:26]([C:28]1[CH:29]=[C:30](B(O)O)[CH:31]=[CH:32][CH:33]=1)=[O:27])([CH3:24])[CH3:23]. (7) Given the product [C:8]([C:5]1[N:6]=[N:7][C:2]([NH:21][C@@H:22]2[CH2:27][CH2:26][CH2:25][CH2:24][C@@H:23]2[NH:28][C:29](=[O:35])[O:30][C:31]([CH3:33])([CH3:32])[CH3:34])=[CH:3][C:4]=1[NH:11][C:12]1[N:17]=[C:16]2[CH2:18][CH2:19][CH2:20][C:15]2=[CH:14][CH:13]=1)(=[O:9])[NH2:10], predict the reactants needed to synthesize it. The reactants are: Cl[C:2]1[N:7]=[N:6][C:5]([C:8]([NH2:10])=[O:9])=[C:4]([NH:11][C:12]2[N:17]=[C:16]3[CH2:18][CH2:19][CH2:20][C:15]3=[CH:14][CH:13]=2)[CH:3]=1.[NH2:21][C@@H:22]1[CH2:27][CH2:26][CH2:25][CH2:24][C@@H:23]1[NH:28][C:29](=[O:35])[O:30][C:31]([CH3:34])([CH3:33])[CH3:32].